From a dataset of Forward reaction prediction with 1.9M reactions from USPTO patents (1976-2016). Predict the product of the given reaction. (1) Given the reactants [CH3:1][C:2]1[N:7]=[C:6]2[S:8][CH:9]=[C:10]([C:11]3[CH:16]=[CH:15][CH:14]=[CH:13][CH:12]=3)[C:5]2=[C:4]([C:17]2[CH:22]=[CH:21][C:20]([CH3:23])=[CH:19][CH:18]=2)[C:3]=1[CH:24]([CH2:29][CH2:30][CH3:31])[C:25]([O:27]C)=[O:26].[OH-].[Na+], predict the reaction product. The product is: [CH3:1][C:2]1[N:7]=[C:6]2[S:8][CH:9]=[C:10]([C:11]3[CH:12]=[CH:13][CH:14]=[CH:15][CH:16]=3)[C:5]2=[C:4]([C:17]2[CH:22]=[CH:21][C:20]([CH3:23])=[CH:19][CH:18]=2)[C:3]=1[CH:24]([CH2:29][CH2:30][CH3:31])[C:25]([OH:27])=[O:26]. (2) Given the reactants [F:1][C:2]([F:15])([CH:12]([F:14])[F:13])[C:3]([C:5]1[CH:10]=[CH:9][CH:8]=[C:7]([CH3:11])[CH:6]=1)=[O:4].[BH4-].[Na+], predict the reaction product. The product is: [F:1][C:2]([F:15])([CH:12]([F:13])[F:14])[CH:3]([C:5]1[CH:10]=[CH:9][CH:8]=[C:7]([CH3:11])[CH:6]=1)[OH:4]. (3) Given the reactants [NH2:1][C:2]1[CH:7]=[CH:6][C:5]([C:8]2[N:9]([CH2:23][CH3:24])[C:10]3[C:15]([C:16]=2[C:17]#[N:18])=[CH:14][CH:13]=[C:12]([O:19][CH:20]([F:22])[F:21])[CH:11]=3)=[CH:4][CH:3]=1.[CH2:25]([N:28]=[C:29]=[O:30])[CH2:26][CH3:27].C(N(CC)CC)C, predict the reaction product. The product is: [C:17]([C:16]1[C:15]2[C:10](=[CH:11][C:12]([O:19][CH:20]([F:22])[F:21])=[CH:13][CH:14]=2)[N:9]([CH2:23][CH3:24])[C:8]=1[C:5]1[CH:6]=[CH:7][C:2]([NH:1][C:29]([NH:28][CH2:25][CH2:26][CH3:27])=[O:30])=[CH:3][CH:4]=1)#[N:18]. (4) Given the reactants [C:1]([C:3]([C:11]1[CH:16]=[CH:15][CH:14]=[CH:13][N:12]=1)([CH3:10])[CH2:4][CH2:5][C:6](OC)=[O:7])#[N:2], predict the reaction product. The product is: [CH3:10][C:3]1([C:11]2[CH:16]=[CH:15][CH:14]=[CH:13][N:12]=2)[CH2:1][NH:2][C:6](=[O:7])[CH2:5][CH2:4]1. (5) Given the reactants [O:1]=[S:2]1(=[O:38])[CH2:7][CH2:6][CH:5]([C:8]2[C:16]3[C:11](=[C:12]([C:35]([NH2:37])=[O:36])[CH:13]=[C:14]([C:17]4[S:18][C:19]([CH2:22][CH2:23][C:24]([CH3:34])([O:26][Si](CC)(CC)CC)[CH3:25])=[CH:20][CH:21]=4)[CH:15]=3)[NH:10][CH:9]=2)[CH2:4][CH2:3]1.[F-].C([N+](CCCC)(CCCC)CCCC)CCC, predict the reaction product. The product is: [O:38]=[S:2]1(=[O:1])[CH2:3][CH2:4][CH:5]([C:8]2[C:16]3[C:11](=[C:12]([C:35]([NH2:37])=[O:36])[CH:13]=[C:14]([C:17]4[S:18][C:19]([CH2:22][CH2:23][C:24]([OH:26])([CH3:34])[CH3:25])=[CH:20][CH:21]=4)[CH:15]=3)[NH:10][CH:9]=2)[CH2:6][CH2:7]1. (6) Given the reactants [Br:1][C:2]1[CH:7]=[CH:6][C:5]([NH2:8])=[C:4]([N+:9]([O-:11])=[O:10])[CH:3]=1.[O:12]1[CH2:17][CH2:16][CH:15](/[CH:18]=[CH:19]/[C:20](O)=[O:21])[CH2:14][CH2:13]1, predict the reaction product. The product is: [Br:1][C:2]1[CH:7]=[CH:6][C:5]([NH:8][C:20](=[O:21])/[CH:19]=[CH:18]/[CH:15]2[CH2:16][CH2:17][O:12][CH2:13][CH2:14]2)=[C:4]([N+:9]([O-:11])=[O:10])[CH:3]=1. (7) Given the reactants [CH3:1][O:2][C:3]1[CH:8]=[C:7]([C:9]2[C:10](=[O:15])[NH:11][N:12]=[CH:13][CH:14]=2)[CH:6]=[CH:5][C:4]=1[NH:16]C(=O)C, predict the reaction product. The product is: [NH2:16][C:4]1[CH:5]=[CH:6][C:7]([C:9]2[C:10](=[O:15])[NH:11][N:12]=[CH:13][CH:14]=2)=[CH:8][C:3]=1[O:2][CH3:1].